Dataset: Experimentally validated miRNA-target interactions with 360,000+ pairs, plus equal number of negative samples. Task: Binary Classification. Given a miRNA mature sequence and a target amino acid sequence, predict their likelihood of interaction. (1) The miRNA is mmu-miR-466d-3p with sequence UAUACAUACACGCACACAUAG. The protein sequence of the target gene is MIKLFSLKQQKKEEESAGGTKGSSKKASAAQLRIQKDINELNLPKTCDISFSDPDDLLNFKLVICPDEGFYKSGKFVFSFKVGQGYPHDPPKVKCETMVYHPNIDLEGNVCLNILREDWKPVLTINSIIYGLQYLFLEPNPEDPLNKEAAEVLQNNRRLFEQNVQRSMRGGYIGSTYFERCLK. Result: 0 (no interaction). (2) The miRNA is mmu-miR-544-5p with sequence UCUUGUUAAAAAGCAGAGUCU. The protein sequence of the target gene is MKQKMMARLLRTSFALLFLGLFGVLGAATISCRNEEGKAVDWFTFYKLPKRQNKESGETGLEYLYLDSTTRSWRKSEQLMNDTKSVLGRTLQQLYEAYASKSNNTAYLIYNDGVPKPVNYSRKYGHTKGLLLWNRVQGFWLIHSIPQFPPIPEEGYDYPPTGRRNGQSGICITFKYNQYEAIDSQLLVCNPNVYSCSIPATFHQELIHMPQLCTRASSSEIPGRLLTTLQSAQGQKFLHFAKSDSFLDDIFAAWMAQRLKTHLLTETWQRKRQELPSNCSLPYHVYNIKAIKLSRHSYFS.... Result: 0 (no interaction). (3) The miRNA is mmu-miR-155-5p with sequence UUAAUGCUAAUUGUGAUAGGGGU. The protein sequence of the target gene is MTEYKLVVVGAGGVGKSALTIQLIQNHFVDEYDPTIEDSYRKQVVIDGETCLLDILDTAGQEEYSAMRDQYMRTGEGFLCVFAINNTKSFEDIHQYREQIKRVKDSDDVPMVLVGNKCDLAARTVESRQAQDLARSYGIPYIETSAKTRQGVEDAFYTLVREIRQHKLRKLNPPDESGPGCMSCKCVLS. Result: 0 (no interaction). (4) The miRNA is hsa-miR-4738-5p with sequence ACCAGCGCGUUUUCAGUUUCAU. The protein sequence of the target gene is MELKTEEEEVGGVQPVSIQAFASSSTLHGLAHIFSYERLSLKRALWALCFLGSLAVLLCVCTERVQYYFCYHHVTKLDEVAASQLTFPAVTLCNLNEFRFSQVSKNDLYHAGELLALLNNRYEIPDTQMADEKQLEILQDKANFRSFKPKPFNMREFYDRAGHDIRDMLLSCHFRGEACSAEDFKVVFTRYGKCYTFNSGQDGRPRLKTMKGGTGNGLEIMLDIQQDEYLPVWGETDETSFEAGIKVQIHSQDEPPFIDQLGFGVAPGFQTFVSCQEQRLIYLPSPWGTCNAVTMDSDFF.... Result: 0 (no interaction). (5) The miRNA is hsa-miR-186-5p with sequence CAAAGAAUUCUCCUUUUGGGCU. The protein sequence of the target gene is MDVSGQETDWRSTAFRQKLVSQIEDAMRKAGVAHSKSSKDMESHVFLKAKTRDEYLSLVARLIIHFRDIHNKKSQASVSDPMNALQSLTGGPAAGAAGIGMPPRGPGQSLGGMGSLGAMGQPMSLSGQPPPGTSGMAPHSMAVVSTATPQTQLQLQQVALQQQQQQQQFQQQQQAALQQQQQQQQQQQFQAQQSAMQQQFQAVVQQQQQLQQQQQQQQHLIKLHHQNQQQIQQQQQQLQRIAQLQLQQQQQQQQQQQQQQQQALQAQPPIQQPPMQQPQPPPSQALPQQLQQMHHTQHHQ.... Result: 1 (interaction). (6) The miRNA is hsa-miR-3165 with sequence AGGUGGAUGCAAUGUGACCUCA. Result: 1 (interaction). The protein sequence of the target gene is MYGKGKSNSSAVPSDSQAREKLALYVYEYLLHVGAQKSAQTFLSEIRWEKNITLGEPPGFLHSWWCVFWDLYCAAPERRETCEHSSEAKAFHDYSAAAAPSPVLGNIPPGDGMPVGPVPPGFFQPFMSPRYPGGPRPPLRIPNQALGGVPGSQPLLPSGMDPTRQQGHPNMGGPMQRMTPPRGMVPLGPQNYGGAMRPPLNALGGPGMPGMNMGPGGGRPWPNPTNANSIPYSSASPGNYVGPPGGGGPPGTPIMPSPADSTNSGDNMYTLMNAVPPGPNRPNFPMGPGSDGPMGGLGGM.... (7) The miRNA is hsa-miR-195-3p with sequence CCAAUAUUGGCUGUGCUGCUCC. The protein sequence of the target gene is MKPPGSISRRPTLTGCSLPGASCGPGRCPAGPVPARAPPCRLLLVLLLLPALATSSRPRARGAAAPSAPHWNETAEKTLGVLADEDNTLQQNSSSRNTSYSSAVQKEITLPSRLVYYINQDSESPYHVLDTKARHQQKHNKAVHLAQASFQIEAFGSKFILDLTLNNGLLSSDYVEIHYEDGKQMYSKGGEHCYYHGSIRGVKDSRVALSTCNGLHGMFEDDTFVYMIEPLELTDDEKSTGRPHIIQKTLAGQYSKQMKNLSTDGSDQWPLLPELQWLRRRKRAVNPSRGVFEEMKYLEL.... Result: 0 (no interaction). (8) The miRNA is hsa-miR-520d-3p with sequence AAAGUGCUUCUCUUUGGUGGGU. The protein sequence of the target gene is MRRGALLAGALAAYAAYLVLGALLVARLEGPHEARLRAELETLRAQLLQRSPCVAAPALDAFVERVLAAGRLGRVVLANASGSANASDPAWDFASALFFASTLITTVGYGYTTPLTDAGKAFSIAFALLGVPTTMLLLTASAQRLSLLLTHVPLSWLSMRWGWDPRRAACWHLVALLGVVVTVCFLVPAVIFAHLEEAWSFLDAFYFCFISLSTIGLGDYVPGEAPGQPYRALYKVLVTVYLFLGLVAMVLVLQTFRHVSDLHGLTELILLPPPCPASFNADEDDRVDILGPQPESHQQL.... Result: 1 (interaction).